Dataset: Full USPTO retrosynthesis dataset with 1.9M reactions from patents (1976-2016). Task: Predict the reactants needed to synthesize the given product. (1) Given the product [CH3:1][CH:2]([CH3:30])[CH2:3][C@H:4]([NH:18][C:19](=[O:29])[C@H:20]([CH2:22][C:23]1[CH:24]=[CH:25][CH:26]=[CH:27][CH:28]=1)[NH:21][C:37]([C:32]1[CH:33]=[N:34][CH:35]=[CH:36][N:31]=1)=[O:38])[B:5]1[O:9][C@@H:8]2[CH2:10][C@@H:11]3[CH2:14][C@H:13]([C@:7]2([CH3:17])[O:6]1)[C:12]3([CH3:16])[CH3:15], predict the reactants needed to synthesize it. The reactants are: [CH3:1][CH:2]([CH3:30])[CH2:3][C@@H:4]([NH:18][C:19](=[O:29])[C@H:20]([CH2:22][C:23]1[CH:28]=[CH:27][CH:26]=[CH:25][CH:24]=1)[NH2:21])[B:5]1[O:9][C@H:8]2[CH2:10][C@@H:11]3[CH2:14][C@H:13]([C@:7]2([CH3:17])[O:6]1)[C:12]3([CH3:16])[CH3:15].[N:31]1[CH:36]=[CH:35][N:34]=[CH:33][C:32]=1[C:37](O)=[O:38].F[B-](F)(F)F.N1(OC(N(C)C)=[N+](C)C)C2C=CC=CC=2N=N1.C(N(C(C)C)CC)(C)C. (2) Given the product [Cl:34][C:31]1[CH:32]=[CH:33][C:28]([NH:27][C:25]([C:17]2[O:18][C:19]3[CH:24]=[CH:23][CH:22]=[CH:21][C:20]=3[C:16]=2[NH:15][C:5](=[O:7])[CH2:4][CH2:3][CH2:2][C:1]([O:9][CH3:10])=[O:8])=[O:26])=[N:29][CH:30]=1, predict the reactants needed to synthesize it. The reactants are: [C:1]([O:9][CH3:10])(=[O:8])[CH2:2][CH2:3][CH2:4][C:5]([O-:7])=O.S(Cl)(Cl)=O.[NH2:15][C:16]1[C:20]2[CH:21]=[CH:22][CH:23]=[CH:24][C:19]=2[O:18][C:17]=1[C:25]([NH:27][C:28]1[CH:33]=[CH:32][C:31]([Cl:34])=[CH:30][N:29]=1)=[O:26].Cl. (3) Given the product [Cl:1][C:2]1[C:7](=[O:8])[N:6]([CH3:9])[CH:5]=[C:4]([N:10]2[CH:11]([C:27]3[CH:28]=[CH:29][C:30]([Cl:33])=[CH:31][CH:32]=3)[C:12]3[C:13]([C:23]([F:25])([F:26])[F:24])=[N:14][N:15]([CH:20]4[CH2:21][CH2:22]4)[C:16]=3[C:17]2=[O:19])[CH:3]=1, predict the reactants needed to synthesize it. The reactants are: [Cl:1][C:2]1[C:7](=[O:8])[N:6]([CH3:9])[CH:5]=[C:4]([NH:10][CH:11]([C:27]2[CH:32]=[CH:31][C:30]([Cl:33])=[CH:29][CH:28]=2)[C:12]2[C:13]([C:23]([F:26])([F:25])[F:24])=[N:14][N:15]([CH:20]3[CH2:22][CH2:21]3)[C:16]=2[C:17]([OH:19])=O)[CH:3]=1. (4) Given the product [NH2:7][CH2:8][C:9]1[CH:10]=[C:11]([CH:12]=[CH:13][CH:14]=1)[CH2:15][NH:16][C:17]1[N:22]=[C:21]([NH:23][CH2:24][C@H:25]2[CH2:26][CH2:27][C@H:28]([N:31]3[CH2:35][CH2:34][CH2:33][CH2:32]3)[CH2:29][CH2:30]2)[C:20]([N+:36]([O-:38])=[O:37])=[CH:19][N:18]=1, predict the reactants needed to synthesize it. The reactants are: C(OC(=O)[NH:7][CH2:8][C:9]1[CH:14]=[CH:13][CH:12]=[C:11]([CH2:15][NH:16][C:17]2[N:22]=[C:21]([NH:23][CH2:24][CH:25]3[CH2:30][CH2:29][CH:28]([N:31]4[CH2:35][CH2:34][CH2:33][CH2:32]4)[CH2:27][CH2:26]3)[C:20]([N+:36]([O-:38])=[O:37])=[CH:19][N:18]=2)[CH:10]=1)(C)(C)C.C(O)(C(F)(F)F)=O.